From a dataset of Forward reaction prediction with 1.9M reactions from USPTO patents (1976-2016). Predict the product of the given reaction. (1) Given the reactants [H-].[Al+3].[Li+].[H-].[H-].[H-].[F:7][C:8]([F:28])([F:27])[C:9]1[CH:14]=[CH:13][C:12]([CH2:15][CH2:16][C:17]2[CH:26]=[CH:25][C:20]([C:21](OC)=[O:22])=[CH:19][CH:18]=2)=[CH:11][CH:10]=1.Cl.C(OCC)(=O)C, predict the reaction product. The product is: [F:7][C:8]([F:27])([F:28])[C:9]1[CH:14]=[CH:13][C:12]([CH2:15][CH2:16][C:17]2[CH:26]=[CH:25][C:20]([CH2:21][OH:22])=[CH:19][CH:18]=2)=[CH:11][CH:10]=1. (2) Given the reactants Cl[C:2]1[C:7]([C:8]([NH:10][CH:11]2[CH2:16][CH2:15][CH2:14][CH2:13][CH2:12]2)=[O:9])=[CH:6][CH:5]=[C:4]([Cl:17])[N:3]=1.[F:18][C:19]1[CH:27]=[CH:26][C:22]([CH2:23][CH2:24][OH:25])=[CH:21][CH:20]=1.C1COCC1, predict the reaction product. The product is: [Cl:17][C:4]1[CH:5]=[CH:6][C:7]([C:8]([NH:10][CH:11]2[CH2:16][CH2:15][CH2:14][CH2:13][CH2:12]2)=[O:9])=[C:2]([O:25][CH2:24][CH2:23][C:22]2[CH:26]=[CH:27][C:19]([F:18])=[CH:20][CH:21]=2)[N:3]=1. (3) Given the reactants C(OC([N:8]1[CH2:12][CH2:11][C@H:10]([O:13][CH2:14][C:15]2[C:20]([C:21]3[CH:26]=[C:25]([F:27])[CH:24]=[CH:23][C:22]=3[F:28])=[CH:19][CH:18]=[CH:17][N:16]=2)[CH2:9]1)=O)(C)(C)C.Cl.CC(C)=O.[C:34]([OH:41])(=[O:40])/[CH:35]=[CH:36]/[C:37]([OH:39])=[O:38], predict the reaction product. The product is: [C:34]([OH:41])(=[O:40])/[CH:35]=[CH:36]/[C:37]([OH:39])=[O:38].[F:28][C:22]1[CH:23]=[CH:24][C:25]([F:27])=[CH:26][C:21]=1[C:20]1[C:15]([CH2:14][O:13][C@H:10]2[CH2:11][CH2:12][NH:8][CH2:9]2)=[N:16][CH:17]=[CH:18][CH:19]=1. (4) Given the reactants [CH:1]1([C:4]([N:6]2[C:15]3[C:10](=[C:11]([O:16]C)[CH:12]=[CH:13][CH:14]=3)[CH2:9][CH2:8][C@@H:7]2[CH3:18])=[O:5])[CH2:3][CH2:2]1.[B], predict the reaction product. The product is: [CH:1]1([C:4]([N:6]2[C:15]3[CH:14]=[CH:13][CH:12]=[C:11]([OH:16])[C:10]=3[CH2:9][CH2:8][C@@H:7]2[CH3:18])=[O:5])[CH2:2][CH2:3]1.